Dataset: Peptide-MHC class I binding affinity with 185,985 pairs from IEDB/IMGT. Task: Regression. Given a peptide amino acid sequence and an MHC pseudo amino acid sequence, predict their binding affinity value. This is MHC class I binding data. (1) The peptide sequence is KYTHFFSGF. The MHC is HLA-A26:01 with pseudo-sequence HLA-A26:01. The binding affinity (normalized) is 0.0847. (2) The peptide sequence is RLRPGGKKKY. The MHC is HLA-B58:01 with pseudo-sequence HLA-B58:01. The binding affinity (normalized) is 0.0457. (3) The peptide sequence is STLNFNNLR. The MHC is HLA-A68:02 with pseudo-sequence HLA-A68:02. The binding affinity (normalized) is 0. (4) The peptide sequence is ETKKTMLAL. The MHC is HLA-B57:01 with pseudo-sequence HLA-B57:01. The binding affinity (normalized) is 0.0847. (5) The peptide sequence is RGKLKRRAI. The MHC is HLA-B39:01 with pseudo-sequence HLA-B39:01. The binding affinity (normalized) is 0.0847. (6) The peptide sequence is NIMPLFPTF. The MHC is HLA-B08:01 with pseudo-sequence HLA-B08:01. The binding affinity (normalized) is 0.642.